This data is from Full USPTO retrosynthesis dataset with 1.9M reactions from patents (1976-2016). The task is: Predict the reactants needed to synthesize the given product. (1) Given the product [F:25][C:17]1[CH:16]=[C:15]([C:7]2[CH:8]=[CH:9][C:10]([O:11][CH:12]([CH3:14])[CH3:13])=[C:5]([C:3]([OH:4])=[O:2])[CH:6]=2)[CH:20]=[C:19]([C:21](=[O:24])[NH:22][CH3:23])[CH:18]=1, predict the reactants needed to synthesize it. The reactants are: C[O:2][C:3]([C:5]1[CH:6]=[C:7]([C:15]2[CH:20]=[C:19]([C:21](=[O:24])[NH:22][CH3:23])[CH:18]=[C:17]([F:25])[CH:16]=2)[CH:8]=[CH:9][C:10]=1[O:11][CH:12]([CH3:14])[CH3:13])=[O:4].[OH-].[K+]. (2) Given the product [CH3:8][O:9][C:10](=[O:37])[C@@H:11]([NH:14][C:15]([C:17]1[S:18][C:19]([C:26](=[O:36])[NH:27][CH2:28][C:29]2[CH:34]=[CH:33][CH:32]=[C:31]([OH:35])[CH:30]=2)=[CH:20][C:21]=1[C:22]([F:25])([F:23])[F:24])=[O:16])[CH2:12][NH:13][C:84]([C:80]1[S:79][CH:83]=[CH:82][CH:81]=1)=[O:85], predict the reactants needed to synthesize it. The reactants are: FC(F)(F)C(O)=O.[CH3:8][O:9][C:10](=[O:37])[CH:11]([NH:14][C:15]([C:17]1[S:18][C:19]([C:26](=[O:36])[NH:27][CH2:28][C:29]2[CH:34]=[CH:33][CH:32]=[C:31]([OH:35])[CH:30]=2)=[CH:20][C:21]=1[C:22]([F:25])([F:24])[F:23])=[O:16])[CH2:12][NH2:13].C(N(CC)CC)C.CN(C(ON1N=NC2C=CC=CC1=2)=[N+](C)C)C.F[P-](F)(F)(F)(F)F.C1C=CC2N(O)N=NC=2C=1.[S:79]1[CH:83]=[CH:82][CH:81]=[C:80]1[C:84](O)=[O:85]. (3) The reactants are: [C:1]([NH:8][CH:9]1[CH2:14][CH2:13][NH:12][CH2:11][CH2:10]1)([O:3][C:4]([CH3:7])([CH3:6])[CH3:5])=[O:2].C(N(CC)CC)C.[CH:22]([O:25][C:26](Cl)=[O:27])([CH3:24])[CH3:23]. Given the product [CH:22]([O:25][C:26]([N:12]1[CH2:13][CH2:14][CH:9]([NH:8][C:1]([O:3][C:4]([CH3:7])([CH3:6])[CH3:5])=[O:2])[CH2:10][CH2:11]1)=[O:27])([CH3:24])[CH3:23], predict the reactants needed to synthesize it. (4) The reactants are: [CH3:1][C:2]([NH2:11])([CH3:10])[CH2:3][N:4]1[CH2:9][CH2:8][O:7][CH2:6][CH2:5]1.[C:12](O[C:12]([O:14][C:15]([CH3:18])([CH3:17])[CH3:16])=[O:13])([O:14][C:15]([CH3:18])([CH3:17])[CH3:16])=[O:13]. Given the product [CH3:10][C:2]([NH:11][C:12](=[O:13])[O:14][C:15]([CH3:18])([CH3:17])[CH3:16])([CH3:1])[CH2:3][N:4]1[CH2:5][CH2:6][O:7][CH2:8][CH2:9]1, predict the reactants needed to synthesize it. (5) Given the product [CH3:14][C:13]([C:11]1[S:12][C:8]([C:6]2[CH:5]=[CH:4][N:3]=[C:2]([CH3:36])[N:7]=2)=[C:9]([C:17]2[C:18]([F:35])=[C:19]([NH:23][S:24]([C:27]3[CH:32]=[C:31]([F:33])[CH:30]=[CH:29][C:28]=3[F:34])(=[O:26])=[O:25])[CH:20]=[CH:21][CH:22]=2)[N:10]=1)([CH3:16])[CH3:15], predict the reactants needed to synthesize it. The reactants are: Cl[C:2]1[N:7]=[C:6]([C:8]2[S:12][C:11]([C:13]([CH3:16])([CH3:15])[CH3:14])=[N:10][C:9]=2[C:17]2[C:18]([F:35])=[C:19]([NH:23][S:24]([C:27]3[CH:32]=[C:31]([F:33])[CH:30]=[CH:29][C:28]=3[F:34])(=[O:26])=[O:25])[CH:20]=[CH:21][CH:22]=2)[CH:5]=[CH:4][N:3]=1.[CH3:36][Zn]C.C1(C)C=CC=CC=1.C(Cl)Cl.